Dataset: Full USPTO retrosynthesis dataset with 1.9M reactions from patents (1976-2016). Task: Predict the reactants needed to synthesize the given product. The reactants are: Br[C:2]1[C:15]2[CH:14]=[CH:13][C:12]3[C:7](=[CH:8][CH:9]=[CH:10][CH:11]=3)[C:6]=2[CH:5]=[CH:4][CH:3]=1.C([Li:20])CCC. Given the product [Li:20][C:2]1[C:15]2[CH:14]=[CH:13][C:12]3[C:7](=[CH:8][CH:9]=[CH:10][CH:11]=3)[C:6]=2[CH:5]=[CH:4][CH:3]=1, predict the reactants needed to synthesize it.